Dataset: Forward reaction prediction with 1.9M reactions from USPTO patents (1976-2016). Task: Predict the product of the given reaction. (1) Given the reactants N1C=CN=C1.C(NCC(O)=O)(=O)C.P(Cl)(Cl)(Cl)=O.[CH3:19][N:20]([CH3:30])/[C:21](=[C:23]1/[N:24]=[C:25]([CH3:29])[O:26][C:27]/1=[O:28])/[CH3:22].[O-:31][CH2:32][CH3:33], predict the reaction product. The product is: [C:32]([NH:24]/[C:23](=[C:21](/[N:20]([CH3:30])[CH3:19])\[CH3:22])/[C:27]([O:26][CH2:25][CH3:29])=[O:28])(=[O:31])[CH3:33]. (2) Given the reactants I[C:2]1N2[C:5]([CH:6]([O:16][CH:17]3[CH2:22][CH2:21][N:20]([CH3:23])[CH2:19][CH2:18]3)[C:7]3[CH:15]=[CH:14][CH:13]=[CH:12][C:8]=3[CH2:9][CH2:10]2)=[N:4][C:3]=1I.[CH3:25][CH2:26][Mg+].[Br-].CCO[CH2:32][CH3:33].[C:34](N=C=O)([CH3:37])([CH3:36])[CH3:35].[NH4+:41].[Cl-].[NH4+:43].[OH-:44].[CH2:45](Cl)Cl, predict the reaction product. The product is: [CH2:35]([NH:41][C:2]([C:3]1[N:4]=[C:5]2[N:43]([CH2:10][CH2:9][C:8]3[CH:12]=[CH:13][CH:14]=[CH:15][C:7]=3[CH:6]2[O:16][CH:17]2[CH2:22][CH2:21][N:20]([CH3:23])[CH2:19][CH2:18]2)[C:26]=1[CH3:25])=[O:44])[C:34]1[CH:37]=[CH:33][CH:32]=[CH:45][CH:36]=1.